The task is: Predict the reactants needed to synthesize the given product.. This data is from Full USPTO retrosynthesis dataset with 1.9M reactions from patents (1976-2016). (1) Given the product [CH3:1][N:2]1[CH2:8][CH2:7][CH2:6][N:5]([C:9]2[CH:14]=[CH:13][N:12]3[N:15]=[CH:16][C:17]([CH:18]=[C:24]4[S:20][C:21](=[O:26])[NH:22][C:23]4=[O:25])=[C:11]3[N:10]=2)[CH2:4][CH2:3]1, predict the reactants needed to synthesize it. The reactants are: [CH3:1][N:2]1[CH2:8][CH2:7][CH2:6][N:5]([C:9]2[CH:14]=[CH:13][N:12]3[N:15]=[CH:16][C:17]([CH:18]=O)=[C:11]3[N:10]=2)[CH2:4][CH2:3]1.[S:20]1[CH2:24][C:23](=[O:25])[NH:22][C:21]1=[O:26].N1CCCCC1. (2) Given the product [CH:29]1([N:12]([CH2:13][CH2:14][CH2:15][C:16]2[C:24]3[C:19](=[CH:20][C:21]([F:25])=[CH:22][CH:23]=3)[NH:18][CH:17]=2)[CH:8]2[CH2:7][C:6]3[C:5]([C:26]([NH2:28])=[O:27])=[CH:4][CH:3]=[C:2]([F:1])[C:11]=3[O:10][CH2:9]2)[CH2:32][CH2:31][CH2:30]1, predict the reactants needed to synthesize it. The reactants are: [F:1][C:2]1[C:11]2[O:10][CH2:9][CH:8]([NH:12][CH2:13][CH2:14][CH2:15][C:16]3[C:24]4[C:19](=[CH:20][C:21]([F:25])=[CH:22][CH:23]=4)[NH:18][CH:17]=3)[CH2:7][C:6]=2[C:5]([C:26]([NH2:28])=[O:27])=[CH:4][CH:3]=1.[C:29]1(=O)[CH2:32][CH2:31][CH2:30]1.C(O)(=O)C.C([BH3-])#N.[Na+]. (3) Given the product [ClH:1].[Cl:1][C:2]1[C:9]([Cl:10])=[CH:8][CH:7]=[C:6]([N+:11]([O-:13])=[O:12])[C:3]=1[CH2:4][NH2:5], predict the reactants needed to synthesize it. The reactants are: [Cl:1][C:2]1[C:9]([Cl:10])=[CH:8][CH:7]=[C:6]([N+:11]([O-:13])=[O:12])[C:3]=1[C:4]#[N:5].B.O1CCCC1.CO. (4) Given the product [F:1][C:2]1[CH:11]=[C:10]([CH2:12][N:13]2[CH2:19][C:18]3[N:20]=[C:21]([O:24][CH3:25])[CH:22]=[CH:23][C:17]=3[S:16][CH2:15][CH2:14]2)[CH:9]=[CH:8][C:3]=1[C:4]([OH:6])=[O:5], predict the reactants needed to synthesize it. The reactants are: [F:1][C:2]1[CH:11]=[C:10]([CH2:12][N:13]2[CH2:19][C:18]3[N:20]=[C:21]([O:24][CH3:25])[CH:22]=[CH:23][C:17]=3[S:16][CH2:15][CH2:14]2)[CH:9]=[CH:8][C:3]=1[C:4]([O:6]C)=[O:5].[OH-].[Li+].CO.C1COCC1.